From a dataset of Full USPTO retrosynthesis dataset with 1.9M reactions from patents (1976-2016). Predict the reactants needed to synthesize the given product. (1) Given the product [Cl:1][C:2]1[CH:10]=[CH:9][C:5]([C:6]([NH:31][C:30]2[CH:29]=[CH:28][C:27]([N:20]3[C:21]([C:23]([F:24])([F:25])[F:26])=[CH:22][C:18]([C:17]([F:35])([F:34])[F:16])=[N:19]3)=[CH:33][CH:32]=2)=[O:7])=[CH:4][CH:3]=1, predict the reactants needed to synthesize it. The reactants are: [Cl:1][C:2]1[CH:10]=[CH:9][C:5]([C:6](Cl)=[O:7])=[CH:4][CH:3]=1.C1COCC1.[F:16][C:17]([F:35])([F:34])[C:18]1[CH:22]=[C:21]([C:23]([F:26])([F:25])[F:24])[N:20]([C:27]2[CH:33]=[CH:32][C:30]([NH2:31])=[CH:29][CH:28]=2)[N:19]=1.C(N(CC)CC)C. (2) Given the product [CH:9]#[C:10][CH2:11][NH:12][C@H:13]1[C:17]2[CH:18]=[CH:19][CH:20]=[CH:21][C:16]=2[CH2:15][CH2:14]1.[C:1]([O-:8])(=[O:7])/[CH:2]=[CH:3]\[C:4]([O-:6])=[O:5], predict the reactants needed to synthesize it. The reactants are: [C:1]([OH:8])(=[O:7])/[CH:2]=[CH:3]\[C:4]([OH:6])=[O:5].[CH:9]#[C:10][CH2:11][NH:12][C@H:13]1[C:17]2[CH:18]=[CH:19][CH:20]=[CH:21][C:16]=2[CH2:15][CH2:14]1. (3) Given the product [C:1]1([CH2:7][CH2:8][C:9]2[C:10]3[CH:17]=[C:16]([C@@H:18]4[O:26][C@H:25]([CH2:27][O:28][C:30]([O:32][CH2:33][CH3:34])=[O:31])[C@@H:23]([OH:24])[C@H:21]([OH:22])[C@H:19]4[OH:20])[CH:15]=[CH:14][C:11]=3[S:12][CH:13]=2)[CH:6]=[CH:5][CH:4]=[CH:3][CH:2]=1, predict the reactants needed to synthesize it. The reactants are: [C:1]1([CH2:7][CH2:8][C:9]2[C:10]3[CH:17]=[C:16]([C@@H:18]4[O:26][C@H:25]([CH2:27][OH:28])[C@@H:23]([OH:24])[C@H:21]([OH:22])[C@H:19]4[OH:20])[CH:15]=[CH:14][C:11]=3[S:12][CH:13]=2)[CH:6]=[CH:5][CH:4]=[CH:3][CH:2]=1.Cl[C:30]([O:32][CH2:33][CH3:34])=[O:31].C(O)(=O)CC(CC(O)=O)(C(O)=O)O. (4) Given the product [CH:6]1[CH:5]=[C:4]2[C:3]([CH2:10][C@@:11]([OH:15])([C:19]([OH:21])=[O:20])[CH2:12][C@H:13]([NH2:14])[C:16]([OH:18])=[O:17])=[CH:2][NH:1][C:9]2=[CH:8][CH:7]=1, predict the reactants needed to synthesize it. The reactants are: [NH:1]1[C:9]2[C:4](=[CH:5][CH:6]=[CH:7][CH:8]=2)[C:3]([CH2:10][C:11]2([C:19]([OH:21])=[O:20])[O:15][N:14]=[C:13]([C:16]([OH:18])=[O:17])[CH2:12]2)=[CH:2]1. (5) Given the product [C:20]([C:22]1[CH:7]=[CH:6][C:5]([O:4][CH2:2][CH2:3][O:4][C:5]2[CH:12]=[CH:11][C:8]([C:9]#[N:10])=[CH:7][CH:6]=2)=[C:12]([CH2:11][CH2:8][CH3:9])[C:13]=1[OH:16])(=[O:21])[CH3:19], predict the reactants needed to synthesize it. The reactants are: Br[CH2:2][CH2:3][O:4][C:5]1[CH:12]=[CH:11][C:8]([C:9]#[N:10])=[CH:7][CH:6]=1.[C:13]([O-:16])([O-])=O.[K+].[K+].[CH3:19][C:20]([CH3:22])=[O:21]. (6) Given the product [CH:52]1[C:53]2[C:58](=[CH:57][CH:56]=[CH:55][CH:54]=2)[CH:59]=[CH:60][C:51]=1[CH:49]([O:27][C:26](=[O:28])[C:25]([O:24][C:23]1[CH:32]=[CH:33][CH:34]=[C:21]([CH2:20][CH2:19][N:11]([CH2:12][CH2:13][CH2:14][CH2:15][CH2:16][CH2:17][CH3:18])[C:10]([NH:9][C:3]2[CH:4]=[CH:5][C:6]([F:8])=[CH:7][C:2]=2[F:1])=[O:35])[CH:22]=1)([CH3:31])[CH2:29][CH3:30])[CH3:48], predict the reactants needed to synthesize it. The reactants are: [F:1][C:2]1[CH:7]=[C:6]([F:8])[CH:5]=[CH:4][C:3]=1[NH:9][C:10](=[O:35])[N:11]([CH2:19][CH2:20][C:21]1[CH:22]=[C:23]([CH:32]=[CH:33][CH:34]=1)[O:24][C:25]([CH3:31])([CH2:29][CH3:30])[C:26]([OH:28])=[O:27])[CH2:12][CH2:13][CH2:14][CH2:15][CH2:16][CH2:17][CH3:18].Cl.CN(C)CCCN=C=NCC.[CH3:48][C@@H:49]([C:51]1[CH:60]=[CH:59][C:58]2[C:53](=[CH:54][CH:55]=[CH:56][CH:57]=2)[CH:52]=1)O. (7) Given the product [CH2:36]([O:35][C:32]1[CH:33]=[CH:34][C:29]([CH2:28][N:27]2[C:19]3[CH:18]=[C:17]([C:16](=[O:43])[NH:15][CH2:14][C:9]4[CH:10]=[CH:11][CH:12]=[CH:13][N:8]=4)[CH:22]=[CH:21][C:20]=3[N:23]=[C:24]2[CH3:25])=[CH:30][CH:31]=1)[C:37]1[CH:42]=[CH:41][CH:40]=[CH:39][CH:38]=1, predict the reactants needed to synthesize it. The reactants are: C(O)(=O)C.C(O)C.[N:8]1[CH:13]=[CH:12][CH:11]=[CH:10][C:9]=1[CH2:14][NH:15][C:16](=[O:43])[C:17]1[CH:22]=[CH:21][C:20]([NH:23][C:24](=O)[CH3:25])=[C:19]([NH:27][CH2:28][C:29]2[CH:34]=[CH:33][C:32]([O:35][CH2:36][C:37]3[CH:42]=[CH:41][CH:40]=[CH:39][CH:38]=3)=[CH:31][CH:30]=2)[CH:18]=1.C(OCC)(=O)C.